This data is from Reaction yield outcomes from USPTO patents with 853,638 reactions. The task is: Predict the reaction yield, written as a fraction of the theoretical maximum amount of product (1.0 means a 100% yield; for example, 0.34 means a 34% yield). (1) The catalyst is O1CCOCC1.O. The yield is 0.880. The reactants are Cl[CH2:2][C:3]([N:5]1[CH2:10][CH2:9][S:8][C:7]2[CH:11]=[CH:12][C:13]([N+:15]([O-:17])=[O:16])=[CH:14][C:6]1=2)=[O:4].[CH2:18]([N:20](CC)CC)[CH3:19].Cl.C(N)C. The product is [CH2:18]([NH:20][CH2:2][C:3]([N:5]1[CH2:10][CH2:9][S:8][C:7]2[CH:11]=[CH:12][C:13]([N+:15]([O-:17])=[O:16])=[CH:14][C:6]1=2)=[O:4])[CH3:19]. (2) The reactants are COC(=O)C(NC1C=C(Cl)C=C(Cl)C=1OCC1C=CC=CC=1)=CC([O-])=O.C[O:28][C:29]([C:31]1[CH:40]=[C:39]([OH:41])[C:38]2[C:33](=[C:34]([O:48]CC3C=CC=CC=3)[CH:35]=[C:36]([C:42]3[CH:43]=[N:44][CH:45]=[CH:46][CH:47]=3)[CH:37]=2)[N:32]=1)=[O:30]. No catalyst specified. The product is [OH:41][C:39]1[C:38]2[C:33](=[C:34]([OH:48])[CH:35]=[C:36]([C:42]3[CH:43]=[N:44][CH:45]=[CH:46][CH:47]=3)[CH:37]=2)[N:32]=[C:31]([C:29]([OH:30])=[O:28])[CH:40]=1. The yield is 0.700. (3) The reactants are Cl[C:2]1[CH:9]=[CH:8][CH:7]=[CH:6][C:3]=1[C:4]#[N:5].[O:10]1[C:14]2[CH:15]=[CH:16][C:17]([CH2:19][C:20]#[N:21])=[CH:18][C:13]=2[O:12][CH2:11]1.CC(C)([O-])C.[K+].Cl[CH2:29][C:30]([O:32][CH3:33])=[O:31].Cl. The catalyst is CN(C)C=O.C1(C)C=CC=CC=1.CCCCCCC. The product is [CH3:33][O:32][C:30]([C:29]1[C:19]([C:17]2[CH:16]=[CH:15][C:14]3[O:10][CH2:11][O:12][C:13]=3[CH:18]=2)([C:20]#[N:21])[C:2]2[C:3]([C:4]=1[NH2:5])=[CH:6][CH:7]=[CH:8][CH:9]=2)=[O:31]. The yield is 0.790. (4) The reactants are Br[C:2]1[CH:3]=[C:4]([N:8]([CH2:23][CH:24]([O:29][Si](C(C)(C)C)(C)C)[C:25]([F:28])([F:27])[F:26])[CH2:9][C:10]2[CH:15]=[CH:14][CH:13]=[C:12]([O:16][C:17]([F:22])([F:21])[CH:18]([F:20])[F:19])[CH:11]=2)[CH:5]=[CH:6][CH:7]=1.C(=O)([O-])[O-].[Cs+].[Cs+].[CH3:43][O:44][C:45]1[CH:51]=[CH:50][C:48]([NH2:49])=[CH:47][CH:46]=1.[F-].C([N+](CCCC)(CCCC)CCCC)CCC. The catalyst is C1(C)C=CC=CC=1. The product is [CH3:43][O:44][C:45]1[CH:51]=[CH:50][C:48]([NH:49][C:2]2[CH:3]=[C:4]([N:8]([CH2:9][C:10]3[CH:15]=[CH:14][CH:13]=[C:12]([O:16][C:17]([F:21])([F:22])[CH:18]([F:20])[F:19])[CH:11]=3)[CH2:23][CH:24]([OH:29])[C:25]([F:26])([F:28])[F:27])[CH:5]=[CH:6][CH:7]=2)=[CH:47][CH:46]=1. The yield is 0.730. (5) The reactants are C(O[C:6](=O)[NH:7][C@@H:8]([C:17]1[CH:22]=[CH:21][C:20]([O:23][CH2:24][CH2:25][O:26][CH:27]2[CH2:32][CH2:31][CH2:30][CH2:29][O:28]2)=[CH:19][CH:18]=1)[C:9]([N:11]1[CH2:15][CH2:14][C@H:13]([OH:16])[CH2:12]1)=O)(C)(C)C.[H-].[Al+3].[Li+].[H-].[H-].[H-].C(=O)([O-])[O-].[Na+].[Na+].C(OCC)(=O)C. The catalyst is O1CCCC1. The product is [CH3:6][NH:7][C@@H:8]([C:17]1[CH:18]=[CH:19][C:20]([O:23][CH2:24][CH2:25][O:26][CH:27]2[CH2:32][CH2:31][CH2:30][CH2:29][O:28]2)=[CH:21][CH:22]=1)[CH2:9][N:11]1[CH2:15][CH2:14][C@H:13]([OH:16])[CH2:12]1. The yield is 0.710. (6) The reactants are Cl.[Br:2][C:3]1[CH:18]=[N:17][C:6]2[NH:7][C:8](=[O:16])[CH2:9][N:10]([CH2:12][C:13]([OH:15])=O)[CH2:11][C:5]=2[CH:4]=1.C(N(C(C)C)C(C)C)C.[CH3:28][N:29]1[CH2:34][CH2:33][NH:32][CH2:31][CH2:30]1.C1C=CC2N(O)N=NC=2C=1.C(Cl)CCl. The catalyst is C(Cl)Cl. The product is [Br:2][C:3]1[CH:18]=[N:17][C:6]2[NH:7][C:8](=[O:16])[CH2:9][N:10]([CH2:12][C:13]([N:32]3[CH2:33][CH2:34][N:29]([CH3:28])[CH2:30][CH2:31]3)=[O:15])[CH2:11][C:5]=2[CH:4]=1. The yield is 0.830. (7) The reactants are [CH:1]([O:4][C:5]1[CH:22]=[CH:21][C:20]([S:23]([CH3:26])(=[O:25])=[O:24])=[CH:19][C:6]=1[C:7]([N:9]1[CH2:13][CH2:12][CH:11]([O:14]S(C)(=O)=O)[CH2:10]1)=[O:8])([CH3:3])[CH3:2].[CH3:27][C:28]([C:30]1[CH:35]=[CH:34][C:33](O)=[C:32]([F:37])[CH:31]=1)=[O:29]. No catalyst specified. The product is [F:37][C:32]1[CH:31]=[C:30]([C:28](=[O:29])[CH3:27])[CH:35]=[CH:34][C:33]=1[O:14][CH:11]1[CH2:12][CH2:13][N:9]([C:7](=[O:8])[C:6]2[CH:19]=[C:20]([S:23]([CH3:26])(=[O:25])=[O:24])[CH:21]=[CH:22][C:5]=2[O:4][CH:1]([CH3:3])[CH3:2])[CH2:10]1. The yield is 0.620. (8) The reactants are [C:1]1([CH2:10][C:11]#[N:12])[CH:6]=[CH:5][CH:4]=[CH:3][C:2]=1[CH2:7][C:8]#N. The catalyst is C(O)C.[Ni]. The product is [CH2:10]1[C:1]2[CH:6]=[CH:5][CH:4]=[CH:3][C:2]=2[CH2:7][CH2:8][NH:12][CH2:11]1. The yield is 0.350.